The task is: Regression/Classification. Given a drug SMILES string, predict its absorption, distribution, metabolism, or excretion properties. Task type varies by dataset: regression for continuous measurements (e.g., permeability, clearance, half-life) or binary classification for categorical outcomes (e.g., BBB penetration, CYP inhibition). Dataset: cyp2c19_veith.. This data is from CYP2C19 inhibition data for predicting drug metabolism from PubChem BioAssay. (1) The compound is Cc1nn(CC(=O)NCc2ccccc2Cl)c(C)c1[N+](=O)[O-]. The result is 1 (inhibitor). (2) The compound is CCOC(=O)c1cc2c(ccn2C)n1CC(=O)N1CCCC(C)C1. The result is 1 (inhibitor). (3) The result is 0 (non-inhibitor). The molecule is N#Cc1c[nH]n2c(=O)c3c(nc12)CCCC3. (4) The molecule is COCCNc1ncnc2ccc(-c3ccccc3C)cc12. The result is 1 (inhibitor).